Dataset: Reaction yield outcomes from USPTO patents with 853,638 reactions. Task: Predict the reaction yield, written as a fraction of the theoretical maximum amount of product (1.0 means a 100% yield; for example, 0.34 means a 34% yield). (1) The reactants are [F:1][C:2]1[CH:3]=[C:4]([CH:14]([NH:16][C:17]([C:19]2[N:20]=[C:21](Cl)[O:22][CH:23]=2)=[O:18])[CH3:15])[CH:5]=[C:6]([F:13])[C:7]=1[NH:8][S:9]([CH3:12])(=[O:11])=[O:10].[C:25]([C:28]1[CH:29]=[C:30]([OH:38])[CH:31]=[C:32]([C:34]([F:37])([F:36])[F:35])[CH:33]=1)([CH3:27])=[CH2:26]. No catalyst specified. The product is [F:1][C:2]1[CH:3]=[C:4]([CH:14]([NH:16][C:17]([C:19]2[N:20]=[C:21]([O:38][C:30]3[CH:31]=[C:32]([C:34]([F:35])([F:36])[F:37])[CH:33]=[C:28]([C:25]([CH3:27])=[CH2:26])[CH:29]=3)[O:22][CH:23]=2)=[O:18])[CH3:15])[CH:5]=[C:6]([F:13])[C:7]=1[NH:8][S:9]([CH3:12])(=[O:11])=[O:10]. The yield is 0.850. (2) The reactants are [CH2:1]([N:8]1[CH:17]=[C:16](Br)[C:15]2[C:10](=[CH:11][CH:12]=[CH:13][CH:14]=2)[C:9]1=[O:19])[C:2]1[CH:7]=[CH:6][CH:5]=[CH:4][CH:3]=1.[CH3:20][C:21]1[C:25](B2OC(C)(C)C(C)(C)O2)=[C:24]([CH3:35])[O:23][N:22]=1.C([O-])([O-])=O.[Na+].[Na+]. The catalyst is C1(C)C=CC=CC=1.C(O)C.O.C1C=CC([P]([Pd]([P](C2C=CC=CC=2)(C2C=CC=CC=2)C2C=CC=CC=2)([P](C2C=CC=CC=2)(C2C=CC=CC=2)C2C=CC=CC=2)[P](C2C=CC=CC=2)(C2C=CC=CC=2)C2C=CC=CC=2)(C2C=CC=CC=2)C2C=CC=CC=2)=CC=1. The product is [CH2:1]([N:8]1[CH:17]=[C:16]([C:25]2[C:21]([CH3:20])=[N:22][O:23][C:24]=2[CH3:35])[C:15]2[C:10](=[CH:11][CH:12]=[CH:13][CH:14]=2)[C:9]1=[O:19])[C:2]1[CH:7]=[CH:6][CH:5]=[CH:4][CH:3]=1. The yield is 0.420. (3) The reactants are [ClH:1].[F:2][C:3]1[CH:30]=[C:29]([NH:31][C:32](=[O:41])[C:33]2[CH:38]=[C:37](C)[CH:36]=C[C:34]=2F)[CH:28]=[CH:27][C:4]=1[O:5][C:6]1[C:11]2=[C:12]([CH3:26])[C:13]([C:15]([NH:17][CH2:18][CH2:19][N:20]3[CH2:25][CH2:24][O:23][CH2:22][CH2:21]3)=[O:16])=[CH:14][N:10]2[N:9]=[CH:8][N:7]=1.Cl.FC1C=C(NC(=O)CC(NC2C=CC(F)=CC=2)=O)C=CC=1OC1C2=C(C)C(OCCN3CCOCC3)=CN2N=C[N:52]=1. No catalyst specified. The product is [ClH:1].[ClH:1].[F:2][C:3]1[CH:30]=[C:29]([NH:31][C:32](=[O:41])[C:33]2[CH:38]=[CH:37][CH:36]=[N:52][CH:34]=2)[CH:28]=[CH:27][C:4]=1[O:5][C:6]1[C:11]2=[C:12]([CH3:26])[C:13]([C:15]([NH:17][CH2:18][CH2:19][N:20]3[CH2:21][CH2:22][O:23][CH2:24][CH2:25]3)=[O:16])=[CH:14][N:10]2[N:9]=[CH:8][N:7]=1. The yield is 0.390. (4) The reactants are [Cl:1][C:2]1[CH:3]=[C:4]([CH:9]=[CH:10][N:11]=1)[C:5]([O:7][CH3:8])=[O:6].[F:12][C:13]1[CH:18]=[CH:17][C:16](B(O)O)=[CH:15][CH:14]=1.C(=O)([O-])[O-].[K+].[K+].Cl. The catalyst is CO.CC(OC)(C)C.Cl[Pd]Cl. The product is [ClH:1].[F:12][C:13]1[CH:18]=[CH:17][C:16]([C:2]2[CH:3]=[C:4]([CH:9]=[CH:10][N:11]=2)[C:5]([O:7][CH3:8])=[O:6])=[CH:15][CH:14]=1. The yield is 0.910. (5) The reactants are [F:1][C:2]([F:16])([F:15])[C:3]1[CH:8]=[CH:7][C:6]([C:9]2(C#N)[CH2:12][CH2:11][CH2:10]2)=[CH:5][CH:4]=1.C[Mg+].[Br-].CC[O:22][CH2:23][CH3:24].O.Cl. The catalyst is C1(C)C=CC=CC=1. The product is [F:1][C:2]([F:15])([F:16])[C:3]1[CH:4]=[CH:5][C:6]([C:9]2([C:23](=[O:22])[CH3:24])[CH2:12][CH2:11][CH2:10]2)=[CH:7][CH:8]=1. The yield is 0.880. (6) The reactants are [CH2:1]([N:3]([CH2:18][CH3:19])[C:4]([C:6]1[CH:15]=[CH:14][C:13]2[C:8](=[CH:9][CH:10]=[CH:11][CH:12]=2)[C:7]=1OC)=[O:5])[CH3:2].CC(C[AlH]CC(C)C)C. The catalyst is C1(C)C=CC=CC=1. The product is [CH2:18]([N:3]([CH2:1][CH3:2])[C:4]([C:6]1[CH:15]=[CH:14][C:13]2[C:8](=[CH:9][CH:10]=[CH:11][CH:12]=2)[CH:7]=1)=[O:5])[CH3:19]. The yield is 0.830.